Dataset: Peptide-MHC class I binding affinity with 185,985 pairs from IEDB/IMGT. Task: Regression. Given a peptide amino acid sequence and an MHC pseudo amino acid sequence, predict their binding affinity value. This is MHC class I binding data. (1) The peptide sequence is ELAPIRVNA. The MHC is HLA-A30:01 with pseudo-sequence HLA-A30:01. The binding affinity (normalized) is 0.213. (2) The peptide sequence is MQQAYQCIV. The MHC is HLA-A02:11 with pseudo-sequence HLA-A02:11. The binding affinity (normalized) is 0.692.